From a dataset of Reaction yield outcomes from USPTO patents with 853,638 reactions. Predict the reaction yield, written as a fraction of the theoretical maximum amount of product (1.0 means a 100% yield; for example, 0.34 means a 34% yield). (1) The reactants are [Cl:1][S:2]([OH:5])(=O)=[O:3].[CH3:6][C:7]1[CH:12]=[CH:11][C:10]([N:13]2[CH:17]=[N:16][C:15]([C:18]([F:21])([F:20])[F:19])=[N:14]2)=[C:9]([CH3:22])[CH:8]=1. The catalyst is C(OCC)(=O)C. The product is [CH3:6][C:7]1[CH:8]=[C:9]([CH3:22])[C:10]([N:13]2[CH:17]=[N:16][C:15]([C:18]([F:20])([F:21])[F:19])=[N:14]2)=[CH:11][C:12]=1[S:2]([Cl:1])(=[O:5])=[O:3]. The yield is 0.990. (2) The reactants are [NH:1]1[C:9]2[C:4](=[C:5]([CH2:10][NH:11][CH3:12])[CH:6]=[CH:7][CH:8]=2)[CH:3]=[CH:2]1.Cl.[O:14]=[C:15]1[NH:24][C:23]2[N:22]=[CH:21][C:20](/[CH:25]=[CH:26]/[C:27]([OH:29])=O)=[CH:19][C:18]=2[CH2:17][CH2:16]1. No catalyst specified. The product is [NH:1]1[C:9]2[C:4](=[C:5]([CH2:10][N:11]([CH3:12])[C:27](=[O:29])[CH:26]=[CH:25][C:20]3[CH:21]=[N:22][C:23]4[NH:24][C:15](=[O:14])[CH2:16][CH2:17][C:18]=4[CH:19]=3)[CH:6]=[CH:7][CH:8]=2)[CH:3]=[CH:2]1. The yield is 0.730.